Binary Classification. Given a drug SMILES string, predict its activity (active/inactive) in a high-throughput screening assay against a specified biological target. From a dataset of M1 muscarinic receptor antagonist screen with 61,756 compounds. (1) The compound is o1nc(nc1C1CCCN(C1)C(=O)c1c(OC)cccc1)c1cc(OC)c(OC)cc1. The result is 0 (inactive). (2) The drug is O1CCN(C(=O)N2CCC(NC(=O)Nc3c(c4ccccc4)cccc3)CC2)CC1. The result is 0 (inactive). (3) The drug is O(c1c(CC(N2CCN(CC2)Cc2ccccc2)C)ccc(OC)c1)C. The result is 0 (inactive). (4) The compound is Fc1c(N2CCN(CC2)Cc2nc(nc(n2)N)Nc2c(OC)cccc2)cccc1. The result is 0 (inactive). (5) The compound is O=C(c1c2c(ccc1)cccc2)CCC(O)=O. The result is 0 (inactive).